This data is from NCI-60 drug combinations with 297,098 pairs across 59 cell lines. The task is: Regression. Given two drug SMILES strings and cell line genomic features, predict the synergy score measuring deviation from expected non-interaction effect. (1) Drug 1: C1=CC=C(C(=C1)C(C2=CC=C(C=C2)Cl)C(Cl)Cl)Cl. Drug 2: C1CNP(=O)(OC1)N(CCCl)CCCl. Cell line: SW-620. Synergy scores: CSS=1.48, Synergy_ZIP=-0.0286, Synergy_Bliss=0.244, Synergy_Loewe=2.34, Synergy_HSA=-0.350. (2) Drug 1: CC1=C2C(C(=O)C3(C(CC4C(C3C(C(C2(C)C)(CC1OC(=O)C(C(C5=CC=CC=C5)NC(=O)OC(C)(C)C)O)O)OC(=O)C6=CC=CC=C6)(CO4)OC(=O)C)OC)C)OC. Drug 2: CC1C(C(CC(O1)OC2CC(CC3=C2C(=C4C(=C3O)C(=O)C5=C(C4=O)C(=CC=C5)OC)O)(C(=O)CO)O)N)O.Cl. Cell line: HS 578T. Synergy scores: CSS=54.9, Synergy_ZIP=-5.21, Synergy_Bliss=-7.30, Synergy_Loewe=-0.849, Synergy_HSA=0.357. (3) Drug 1: CC1=CC2C(CCC3(C2CCC3(C(=O)C)OC(=O)C)C)C4(C1=CC(=O)CC4)C. Drug 2: CC1CCCC2(C(O2)CC(NC(=O)CC(C(C(=O)C(C1O)C)(C)C)O)C(=CC3=CSC(=N3)C)C)C. Cell line: K-562. Synergy scores: CSS=2.56, Synergy_ZIP=-0.147, Synergy_Bliss=-3.65, Synergy_Loewe=-9.04, Synergy_HSA=-4.71. (4) Drug 1: CC1CCC2CC(C(=CC=CC=CC(CC(C(=O)C(C(C(=CC(C(=O)CC(OC(=O)C3CCCCN3C(=O)C(=O)C1(O2)O)C(C)CC4CCC(C(C4)OC)O)C)C)O)OC)C)C)C)OC. Drug 2: CC1=C(N=C(N=C1N)C(CC(=O)N)NCC(C(=O)N)N)C(=O)NC(C(C2=CN=CN2)OC3C(C(C(C(O3)CO)O)O)OC4C(C(C(C(O4)CO)O)OC(=O)N)O)C(=O)NC(C)C(C(C)C(=O)NC(C(C)O)C(=O)NCCC5=NC(=CS5)C6=NC(=CS6)C(=O)NCCC[S+](C)C)O. Cell line: TK-10. Synergy scores: CSS=16.8, Synergy_ZIP=-6.29, Synergy_Bliss=-1.68, Synergy_Loewe=-15.4, Synergy_HSA=0.798. (5) Drug 1: CS(=O)(=O)C1=CC(=C(C=C1)C(=O)NC2=CC(=C(C=C2)Cl)C3=CC=CC=N3)Cl. Drug 2: CC1=C(C=C(C=C1)NC2=NC=CC(=N2)N(C)C3=CC4=NN(C(=C4C=C3)C)C)S(=O)(=O)N.Cl. Cell line: UACC62. Synergy scores: CSS=9.73, Synergy_ZIP=-0.341, Synergy_Bliss=4.85, Synergy_Loewe=3.32, Synergy_HSA=3.69. (6) Drug 1: CN1CCC(CC1)COC2=C(C=C3C(=C2)N=CN=C3NC4=C(C=C(C=C4)Br)F)OC. Drug 2: CC=C1C(=O)NC(C(=O)OC2CC(=O)NC(C(=O)NC(CSSCCC=C2)C(=O)N1)C(C)C)C(C)C. Cell line: T-47D. Synergy scores: CSS=16.6, Synergy_ZIP=-9.71, Synergy_Bliss=-6.08, Synergy_Loewe=-26.0, Synergy_HSA=-5.81.